This data is from Forward reaction prediction with 1.9M reactions from USPTO patents (1976-2016). The task is: Predict the product of the given reaction. (1) Given the reactants CCN(C(C)C)C(C)C.[CH3:10][O:11][C:12]1[CH:13]=[CH:14][CH:15]=[C:16]2[C:21]=1[O:20][C:19](=[O:22])[C:18]([C:23]([OH:25])=O)=[CH:17]2.CN(C(ON1N=NC2C=CC=NC1=2)=[N+](C)C)C.F[P-](F)(F)(F)(F)F.[NH:50]1[C:58]2[C:53](=[CH:54][C:55]([C:59]3[CH:60]=[C:61]([NH2:65])[CH:62]=[CH:63][CH:64]=3)=[CH:56][CH:57]=2)[CH:52]=[CH:51]1, predict the reaction product. The product is: [NH:50]1[C:58]2[C:53](=[CH:54][C:55]([C:59]3[CH:60]=[C:61]([NH:65][C:23]([C:18]4[C:19](=[O:22])[O:20][C:21]5[C:16]([CH:17]=4)=[CH:15][CH:14]=[CH:13][C:12]=5[O:11][CH3:10])=[O:25])[CH:62]=[CH:63][CH:64]=3)=[CH:56][CH:57]=2)[CH:52]=[CH:51]1. (2) Given the reactants Br[C:2]1[N:7]=[C:6]([N:8]2[CH2:13][CH2:12][N:11]([C:14]([O:16][C:17]([CH3:20])([CH3:19])[CH3:18])=[O:15])[CH2:10][CH2:9]2)[CH:5]=[CH:4][CH:3]=1.[C:21]1(OB(O)O)[CH:26]=[CH:25][CH:24]=[CH:23][CH:22]=1.C(=O)([O-])[O-].[Na+].[Na+], predict the reaction product. The product is: [C:21]1([C:2]2[N:7]=[C:6]([N:8]3[CH2:13][CH2:12][N:11]([C:14]([O:16][C:17]([CH3:20])([CH3:19])[CH3:18])=[O:15])[CH2:10][CH2:9]3)[CH:5]=[CH:4][CH:3]=2)[CH:26]=[CH:25][CH:24]=[CH:23][CH:22]=1. (3) Given the reactants [C:1]([C:3]1[C:4]([C:17]([F:20])([F:19])[F:18])=[C:5]2[C:9](=[CH:10][CH:11]=1)[N:8]([CH2:12][C:13](=[NH:16])[NH:14][OH:15])[CH:7]=[CH:6]2)#[N:2].[F:21][C:22]1[CH:30]=[C:29]([F:31])[CH:28]=[C:27]([F:32])[C:23]=1[C:24](O)=O, predict the reaction product. The product is: [F:18][C:17]([F:19])([F:20])[C:4]1[C:3]([C:1]#[N:2])=[CH:11][CH:10]=[C:9]2[C:5]=1[CH:6]=[CH:7][N:8]2[CH2:12][C:13]1[N:16]=[C:24]([C:23]2[C:22]([F:21])=[CH:30][C:29]([F:31])=[CH:28][C:27]=2[F:32])[O:15][N:14]=1. (4) Given the reactants Br[CH2:2][C:3]([C:5]1[CH:6]=[N:7][CH:8]=[CH:9][CH:10]=1)=O.Br.[CH3:12][O:13][C:14]1[CH:15]=[C:16]([CH:20]=[CH:21][C:22]=1[NH:23][C:24]([NH2:26])=[S:25])[C:17]([NH2:19])=[O:18], predict the reaction product. The product is: [CH3:12][O:13][C:14]1[CH:15]=[C:16]([CH:20]=[CH:21][C:22]=1[NH:23][C:24]1[S:25][CH:2]=[C:3]([C:5]2[CH:6]=[N:7][CH:8]=[CH:9][CH:10]=2)[N:26]=1)[C:17]([NH2:19])=[O:18].